This data is from Human liver microsome stability data. The task is: Regression/Classification. Given a drug SMILES string, predict its absorption, distribution, metabolism, or excretion properties. Task type varies by dataset: regression for continuous measurements (e.g., permeability, clearance, half-life) or binary classification for categorical outcomes (e.g., BBB penetration, CYP inhibition). Dataset: hlm. (1) The compound is COc1ccc(S(=O)(=O)N(CC(F)(F)F)c2cnc(N(CC(=O)O)S(=O)(=O)c3ccc(OC)cc3)c3ccccc23)cc1. The result is 0 (unstable in human liver microsomes). (2) The compound is Cc1nn(CCO)c(C)c1Cc1cc(Cl)cc(Cl)c1. The result is 0 (unstable in human liver microsomes). (3) The molecule is CC(C)CCn1nc(-c2cccs2)c(O)c(C2=NS(=O)(=O)c3cc(N(C)S(C)(=O)=O)ccc3N2)c1=O. The result is 1 (stable in human liver microsomes). (4) The drug is C[C@@H]1CCCN1CCCOc1ccc(C2=NNC(=O)[C@@H]3C[C@H]23)cc1. The result is 0 (unstable in human liver microsomes).